From a dataset of Reaction yield outcomes from USPTO patents with 853,638 reactions. Predict the reaction yield, written as a fraction of the theoretical maximum amount of product (1.0 means a 100% yield; for example, 0.34 means a 34% yield). (1) The reactants are [CH3:1][C:2]1[CH:7]=[CH:6][CH:5]=[CH:4][C:3]=1[NH:8][S:9]([C:12]1[CH:17]=[C:16]([N+:18]([O-:20])=[O:19])[CH:15]=[CH:14][C:13]=1[CH3:21])(=[O:11])=[O:10].C([O-])([O-])=O.[K+].[K+].I[CH2:29][CH3:30]. The catalyst is CC(C)=O. The product is [CH2:29]([N:8]([C:3]1[CH:4]=[CH:5][CH:6]=[CH:7][C:2]=1[CH3:1])[S:9]([C:12]1[CH:17]=[C:16]([N+:18]([O-:20])=[O:19])[CH:15]=[CH:14][C:13]=1[CH3:21])(=[O:11])=[O:10])[CH3:30]. The yield is 0.830. (2) The reactants are C([O:5][C:6](=O)[CH2:7][CH:8]([NH:16][C:17]([O:19][C:20]([CH3:23])([CH3:22])[CH3:21])=[O:18])[C:9]1[CH:14]=[CH:13][CH:12]=[C:11]([F:15])[CH:10]=1)(C)(C)C.[H-].[Al+3].[Li+].[H-].[H-].[H-]. The catalyst is C1COCC1. The product is [C:20]([O:19][C:17](=[O:18])[NH:16][C@H:8]([C:9]1[CH:14]=[CH:13][CH:12]=[C:11]([F:15])[CH:10]=1)[CH2:7][CH2:6][OH:5])([CH3:23])([CH3:21])[CH3:22]. The yield is 0.650. (3) The reactants are C[O:2][C:3]([C@@:5]12[CH2:23][C@H:22]1[CH:21]=[CH:20][CH2:19][CH2:18][CH2:17][CH2:16][N:15]([CH3:24])[C:14](=[O:25])[N:13]1[C@@H:8]([CH2:9][C@@H:10]([O:26][C:27]3[CH:32]=[C:31]([C:33]4[S:34][CH:35]=[C:36]([CH3:38])[N:37]=4)[N:30]=[C:29]([C:39]4[S:40][CH:41]=[C:42]([C:44]([F:47])([F:46])[F:45])[N:43]=4)[N:28]=3)[CH2:11][CH2:12]1)[C:7](=[O:48])[NH:6]2)=[O:4].C(C1N=C(C2C=C(O[C@H]3C[C@@H]4N(C(=O)N(C)CCCCC=C[C@H]5[C@](C(O)=O)(NC4=O)C5)CC3)C3C(=C(C)C(OC)=CC=3)N=2)SC=1)#C. No catalyst specified. The product is [CH3:38][C:36]1[N:37]=[C:33]([C:31]2[N:30]=[C:29]([C:39]3[S:40][CH:41]=[C:42]([C:44]([F:45])([F:46])[F:47])[N:43]=3)[N:28]=[C:27]([O:26][C@@H:10]3[CH2:9][C@@H:8]4[N:13]([C:14](=[O:25])[N:15]([CH3:24])[CH2:16][CH2:17][CH2:18][CH2:19][CH:20]=[CH:21][C@H:22]5[C@:5]([C:3]([OH:4])=[O:2])([NH:6][C:7]4=[O:48])[CH2:23]5)[CH2:12][CH2:11]3)[CH:32]=2)[S:34][CH:35]=1. The yield is 0.820. (4) The reactants are [CH2:1]([C:3]1([CH2:7][O:8][CH2:9][CH2:10][CH2:11][CH2:12][CH2:13][CH2:14][C:15]2[S:16][CH:17]=[CH:18][CH:19]=2)[CH2:6][O:5][CH2:4]1)[CH3:2].C([Li])CCC.[BH:25]([OH:27])[OH:26].O[C:29]([C:32](O)([CH3:34])[CH3:33])([CH3:31])[CH3:30]. The catalyst is C1COCC1. The product is [CH2:1]([C:3]1([CH2:7][O:8][CH2:9][CH2:10][CH2:11][CH2:12][CH2:13][CH2:14][C:15]2[S:16][C:17]([B:25]3[O:27][C:32]([CH3:34])([CH3:33])[C:29]([CH3:31])([CH3:30])[O:26]3)=[CH:18][CH:19]=2)[CH2:4][O:5][CH2:6]1)[CH3:2]. The yield is 0.720.